The task is: Predict which catalyst facilitates the given reaction.. This data is from Catalyst prediction with 721,799 reactions and 888 catalyst types from USPTO. (1) Reactant: [C:1]([C:3]1[CH:4]=[C:5]([NH:23][C:24](=[O:29])[C:25]([F:28])([F:27])[F:26])[CH:6]=[N:7][C:8]=1[S:9](=[O:22])(=[O:21])[NH:10][C:11]1[CH:12]=[CH:13][C:14]2[CH2:18][O:17][B:16]([OH:19])[C:15]=2[CH:20]=1)#[N:2].[NH2:30][OH:31].Cl. The catalyst class is: 5. Product: [F:28][C:25]([F:26])([F:27])[C:24]([NH:23][C:5]1[CH:6]=[N:7][C:8]([S:9](=[O:21])(=[O:22])[NH:10][C:11]2[CH:12]=[CH:13][C:14]3[CH2:18][O:17][B:16]([OH:19])[C:15]=3[CH:20]=2)=[C:3]([C:1](=[NH:2])[NH:30][OH:31])[CH:4]=1)=[O:29]. (2) Reactant: Cl[C:2]1[CH:3]=[C:4]([C:9]2[N:13]3[C:14]4[N:22]=[C:21]([O:23][CH3:24])[CH:20]=[CH:19][C:15]=4[N:16]=[C:17]([CH3:18])[C:12]3=[C:11]([CH3:25])[N:10]=2)[CH:5]=C(Cl)C=1.[O:26]1C=CC(B(O)O)=C1.C([O-])([O-])=O.[K+].[K+]. Product: [O:26]1[CH:2]=[CH:3][C:4]([C:9]2[N:13]3[C:14]4[N:22]=[C:21]([O:23][CH3:24])[CH:20]=[CH:19][C:15]=4[N:16]=[C:17]([CH3:18])[C:12]3=[C:11]([CH3:25])[N:10]=2)=[CH:5]1. The catalyst class is: 73. (3) Reactant: C(O)(=O)C.O.[CH2:6]([N:13]1[CH2:18][CH2:17][N:16]([C:19]2[CH:20]=[C:21]3[C:25](=[CH:26][CH:27]=2)[N:24](C2CCCCO2)[N:23]=[CH:22]3)[CH2:15][CH2:14]1)[C:7]1[CH:12]=[CH:11][CH:10]=[CH:9][CH:8]=1. Product: [CH2:6]([N:13]1[CH2:18][CH2:17][N:16]([C:19]2[CH:20]=[C:21]3[C:25](=[CH:26][CH:27]=2)[NH:24][N:23]=[CH:22]3)[CH2:15][CH2:14]1)[C:7]1[CH:8]=[CH:9][CH:10]=[CH:11][CH:12]=1. The catalyst class is: 7. (4) Reactant: [F:1][C:2]1[CH:3]=[C:4]([C:8]2[S:9][C:10]([CH:13](O)[CH2:14][CH3:15])=[CH:11][N:12]=2)[CH:5]=[CH:6][CH:7]=1.[CH:17]1[N:21]=[CH:20][N:19](C([N:19]2[CH:20]=[N:21][CH:17]=[CH:18]2)=O)[CH:18]=1. Product: [N:19]1([CH:13]([C:10]2[S:9][C:8]([C:4]3[CH:5]=[CH:6][CH:7]=[C:2]([F:1])[CH:3]=3)=[N:12][CH:11]=2)[CH2:14][CH3:15])[CH:18]=[CH:17][N:21]=[CH:20]1. The catalyst class is: 10. (5) The catalyst class is: 47. Reactant: [NH2:1][C:2]1[S:6][C:5]([CH2:7][CH2:8][C:9]([O:11][CH2:12][CH3:13])=[O:10])=[C:4]([C:14]2[CH:19]=[CH:18][CH:17]=[CH:16][CH:15]=2)[CH:3]=1.[CH2:20]([O:22][C:23]1[C:28]([O:29][CH2:30]C)=[CH:27][C:26]([C:32](=[O:38])[CH2:33][CH2:34][C:35](O)=[O:36])=[C:25](C)[CH:24]=1)C.C1C=CC2N(O)N=NC=2C=1.CCN=C=NCCCN(C)C. Product: [CH3:30][O:29][C:28]1[CH:27]=[C:26]([C:32](=[O:38])[CH2:33][CH2:34][C:35]([NH:1][C:2]2[S:6][C:5]([CH2:7][CH2:8][C:9]([O:11][CH2:12][CH3:13])=[O:10])=[C:4]([C:14]3[CH:15]=[CH:16][CH:17]=[CH:18][CH:19]=3)[CH:3]=2)=[O:36])[CH:25]=[CH:24][C:23]=1[O:22][CH3:20]. (6) Reactant: [N:1]1[CH:6]=[CH:5][CH:4]=[CH:3][C:2]=1[CH2:7][C:8]([N:10]1[CH2:19][CH2:18][C:17]2[C:12](=[CH:13][CH:14]=[C:15]([C:20]([NH:22][O:23]C3CCCCO3)=[O:21])[CH:16]=2)[CH2:11]1)=[O:9].[ClH:30]. Product: [ClH:30].[OH:23][NH:22][C:20]([C:15]1[CH:16]=[C:17]2[C:12](=[CH:13][CH:14]=1)[CH2:11][N:10]([C:8](=[O:9])[CH2:7][C:2]1[CH:3]=[CH:4][CH:5]=[CH:6][N:1]=1)[CH2:19][CH2:18]2)=[O:21]. The catalyst class is: 5.